Dataset: Reaction yield outcomes from USPTO patents with 853,638 reactions. Task: Predict the reaction yield, written as a fraction of the theoretical maximum amount of product (1.0 means a 100% yield; for example, 0.34 means a 34% yield). (1) The reactants are [CH2:1]([N:4]([CH2:8][CH2:9][CH3:10])[CH2:5][CH2:6][NH2:7])[CH2:2][CH3:3].Cl[C:12]1[N:13]=[N+:14]([O-:23])[C:15]2[CH:21]=[CH:20][C:19]([CH3:22])=[CH:18][C:16]=2[N:17]=1. The catalyst is COCCOC. The product is [CH3:22][C:19]1[CH:20]=[CH:21][C:15]2[N+:14]([O-:23])=[N:13][C:12]([NH:7][CH2:6][CH2:5][N:4]([CH2:8][CH2:9][CH3:10])[CH2:1][CH2:2][CH3:3])=[N:17][C:16]=2[CH:18]=1. The yield is 1.00. (2) The reactants are C(O[C:6](=O)[N:7]([C@H:9]([C:11](=[O:41])[NH:12][C@@H:13]1[C:19](=[O:20])[N:18]([CH2:21][C:22]2[C:31]3[C:26](=[CH:27][C:28]([C:32](=[O:34])[CH3:33])=[CH:29][CH:30]=3)[CH:25]=[CH:24][C:23]=2[O:35][CH3:36])[C:17]2[CH:37]=[CH:38][CH:39]=[CH:40][C:16]=2[CH2:15][CH2:14]1)[CH3:10])C)(C)(C)C.[ClH:43].O1CCOCC1. No catalyst specified. The product is [ClH:43].[C:32]([C:28]1[CH:27]=[C:26]2[C:31](=[CH:30][CH:29]=1)[C:22]([CH2:21][N:18]1[C:19](=[O:20])[C@@H:13]([NH:12][C:11](=[O:41])[C@@H:9]([NH:7][CH3:6])[CH3:10])[CH2:14][CH2:15][C:16]3[CH:40]=[CH:39][CH:38]=[CH:37][C:17]1=3)=[C:23]([O:35][CH3:36])[CH:24]=[CH:25]2)(=[O:34])[CH3:33]. The yield is 0.880.